The task is: Predict the reactants needed to synthesize the given product.. This data is from Full USPTO retrosynthesis dataset with 1.9M reactions from patents (1976-2016). (1) Given the product [C:14]([C:13]([CH3:45])([CH3:12])[CH2:17][O:18][C:19]1[N:20]=[CH:21][C:22]([C:25]2[CH:34]=[C:33]3[C:28]([C:29]([C:36](=[O:44])[NH:37][C:38]4[CH:43]=[CH:42][CH:41]=[CH:40][CH:39]=4)=[CH:30][C:31]([CH3:35])=[N+:32]3[O-:6])=[CH:27][CH:26]=2)=[CH:23][CH:24]=1)([OH:16])=[O:15], predict the reactants needed to synthesize it. The reactants are: ClC1C=C(C=CC=1)C(OO)=[O:6].[CH3:12][C:13]([CH3:45])([CH2:17][O:18][C:19]1[CH:24]=[CH:23][C:22]([C:25]2[CH:34]=[C:33]3[C:28]([C:29]([C:36](=[O:44])[NH:37][C:38]4[CH:43]=[CH:42][CH:41]=[CH:40][CH:39]=4)=[CH:30][C:31]([CH3:35])=[N:32]3)=[CH:27][CH:26]=2)=[CH:21][N:20]=1)[C:14]([OH:16])=[O:15]. (2) Given the product [CH:1]1[C:13]2[CH:12]([CH2:14][O:15][C:16](=[O:26])[NH:17][C:18]([CH3:25])([CH3:24])[CH2:19][S:20](=[O:22])(=[O:21])[NH:36][CH:33]3[CH2:34][CH2:35][N:30]([CH:27]([CH3:29])[CH3:28])[CH2:31][CH2:32]3)[C:11]3[C:6](=[CH:7][CH:8]=[CH:9][CH:10]=3)[C:5]=2[CH:4]=[CH:3][CH:2]=1, predict the reactants needed to synthesize it. The reactants are: [CH:1]1[C:13]2[CH:12]([CH2:14][O:15][C:16](=[O:26])[NH:17][C:18]([CH3:25])([CH3:24])[CH2:19][S:20](Cl)(=[O:22])=[O:21])[C:11]3[C:6](=[CH:7][CH:8]=[CH:9][CH:10]=3)[C:5]=2[CH:4]=[CH:3][CH:2]=1.[CH:27]([N:30]1[CH2:35][CH2:34][CH:33]([NH2:36])[CH2:32][CH2:31]1)([CH3:29])[CH3:28]. (3) Given the product [NH2:51][C:49]1[CH:50]=[C:45]2[C:44]([C:5]3[CH:6]=[C:7]4[C:11](=[C:12]([C:14]([OH:16])=[O:15])[CH:13]=3)[NH:10][N:9]=[CH:8]4)=[CH:43][NH:42][C:46]2=[CH:47][N:48]=1, predict the reactants needed to synthesize it. The reactants are: ClCCl.Br[C:5]1[CH:13]=[C:12]([C:14]([O:16]C)=[O:15])[C:11]2[C:7](=[CH:8][N:9](CC3C=CC(OC)=CC=3)[N:10]=2)[CH:6]=1.C(=O)([O-])[O-].[Cs+].[Cs+].C1(S([N:42]2[C:46]3=[CH:47][N:48]=[C:49]([N:51]=CN(C)C)[CH:50]=[C:45]3[C:44](Br)=[CH:43]2)(=O)=O)C=CC=CC=1.C([SiH](C(C)C)C(C)C)(C)C.[OH-].[Na+]. (4) Given the product [C:1]([O:5][C:6](=[O:7])[NH:8][CH2:9][CH2:10][N:11]1[C:19]([C:36]2[CH:41]=[CH:40][CH:39]=[C:38]([Cl:42])[CH:37]=2)=[C:18]2[C:13]([N:14]([CH3:26])[C:15](=[O:25])[N:16]([CH3:24])[C:17]2=[O:23])=[CH:12]1)([CH3:4])([CH3:3])[CH3:2], predict the reactants needed to synthesize it. The reactants are: [C:1]([O:5][C:6]([NH:8][CH2:9][CH2:10][N:11]1[C:19](B(O)O)=[C:18]2[C:13]([N:14]([CH3:26])[C:15](=[O:25])[N:16]([CH3:24])[C:17]2=[O:23])=[CH:12]1)=[O:7])([CH3:4])([CH3:3])[CH3:2].C(=O)([O-])[O-].[K+].[K+].N#N.Br[C:36]1[CH:41]=[CH:40][CH:39]=[C:38]([Cl:42])[CH:37]=1.